From a dataset of Full USPTO retrosynthesis dataset with 1.9M reactions from patents (1976-2016). Predict the reactants needed to synthesize the given product. Given the product [CH3:4][C:2]([C:5]1[C:10]([NH:11][C:12]([C:14]2[C:23](=[O:24])[C:22]3[CH:21]=[CH:20][CH:19]=[CH:18][C:17]=3[NH:16][CH:15]=2)=[O:13])=[CH:9][C:8]([OH:25])=[C:7]([C:26]([CH3:29])([CH3:28])[CH3:27])[CH:6]=1)([CH3:1])[CH3:3].[CH2:7]1[CH2:8][O:25][CH2:29][CH2:26]1, predict the reactants needed to synthesize it. The reactants are: [CH3:1][C:2]([C:5]1[C:10]([NH:11][C:12]([C:14]2[C:23](=[O:24])[C:22]3[CH:21]=[CH:20][CH:19]=[CH:18][C:17]=3[NH:16][CH:15]=2)=[O:13])=[CH:9][C:8]([OH:25])=[C:7]([C:26]([CH3:29])([CH3:28])[CH3:27])[CH:6]=1)([CH3:4])[CH3:3].